From a dataset of Reaction yield outcomes from USPTO patents with 853,638 reactions. Predict the reaction yield, written as a fraction of the theoretical maximum amount of product (1.0 means a 100% yield; for example, 0.34 means a 34% yield). (1) The reactants are Br[C:2]1[CH:3]=[CH:4][C:5]([O:10][CH2:11][CH2:12][O:13][CH:14]2[CH2:19][CH2:18][CH2:17][CH2:16][O:15]2)=[C:6]([CH:9]=1)[C:7]#[N:8].[CH3:20][C:21]1([CH3:37])[C:25]([CH3:27])([CH3:26])[O:24][B:23]([B:23]2[O:24][C:25]([CH3:27])([CH3:26])[C:21]([CH3:37])([CH3:20])[O:22]2)[O:22]1.C(O[K])(C)=O. The catalyst is O1CCOCC1.C1C=CC(P([C]2[CH][CH][CH][CH]2)C2C=CC=CC=2)=CC=1.C1C=CC(P([C]2[CH][CH][CH][CH]2)C2C=CC=CC=2)=CC=1.Cl[Pd]Cl.[Fe]. The product is [O:15]1[CH2:16][CH2:17][CH2:18][CH2:19][CH:14]1[O:13][CH2:12][CH2:11][O:10][C:5]1[CH:4]=[CH:3][C:2]([B:23]2[O:24][C:25]([CH3:27])([CH3:26])[C:21]([CH3:37])([CH3:20])[O:22]2)=[CH:9][C:6]=1[C:7]#[N:8]. The yield is 0.926. (2) The reactants are [CH3:1][O:2][C:3]1[CH:4]=[C:5]([C:13]2[CH:18]=[CH:17][C:16]([N+:19]([O-])=O)=[CH:15][CH:14]=2)[CH:6]=[CH:7][C:8]=1[C:9]([O:11][CH3:12])=[O:10].Cl. The catalyst is C(O)C.[Fe]. The product is [NH2:19][C:16]1[CH:15]=[CH:14][C:13]([C:5]2[CH:6]=[CH:7][C:8]([C:9]([O:11][CH3:12])=[O:10])=[C:3]([O:2][CH3:1])[CH:4]=2)=[CH:18][CH:17]=1. The yield is 1.00. (3) The reactants are S(O[CH2:12][CH2:13][O:14][CH2:15][CH2:16][O:17][CH2:18][CH2:19][O:20][CH2:21][CH2:22][C:23]([O:25][CH3:26])=[O:24])(C1C=CC(C)=CC=1)(=O)=O.[NH2:27][C:28]1[CH:29]=[C:30]([CH2:36][OH:37])[CH:31]=[C:32]([CH2:34][OH:35])[CH:33]=1.C(=O)([O-])[O-].[K+].[K+]. The catalyst is CN(C=O)C. The product is [OH:35][CH2:34][C:32]1[CH:33]=[C:28]([NH:27][CH2:12][CH2:13][O:14][CH2:15][CH2:16][O:17][CH2:18][CH2:19][O:20][CH2:21][CH2:22][C:23]([O:25][CH3:26])=[O:24])[CH:29]=[C:30]([CH2:36][OH:37])[CH:31]=1. The yield is 0.250. (4) The reactants are [N+:1]([C:4]1[CH:5]=[C:6]([CH:10]=[CH:11][CH:12]=1)[C:7](Cl)=[O:8])([O-])=O.C(NC(C)C)(C)C.[N:20]1([CH2:26][CH2:27][NH2:28])[CH2:25][CH2:24][O:23][CH2:22][CH2:21]1. The catalyst is ClCCl.C(O)C. The product is [NH2:1][C:4]1[CH:5]=[C:6]([CH:10]=[CH:11][CH:12]=1)[C:7]([NH:28][CH2:27][CH2:26][N:20]1[CH2:25][CH2:24][O:23][CH2:22][CH2:21]1)=[O:8]. The yield is 0.900. (5) The reactants are CS(O[CH2:6][C:7]#[C:8][C:9]1[CH:14]=[C:13]([F:15])[CH:12]=[CH:11][C:10]=1[CH2:16][NH:17][C:18]([C:20]1[N:21]=[C:22]2[N:27]([C:28](=[O:38])[C:29]=1[O:30][CH2:31][C:32]1[CH:37]=[CH:36][CH:35]=[CH:34][CH:33]=1)[CH2:26][CH2:25][O:24][C:23]2([CH3:40])[CH3:39])=[O:19])(=O)=O.[CH3:41][S-:42].[Na+]. The catalyst is CN(C)C=O.C(OCC)(=O)C. The product is [F:15][C:13]1[CH:12]=[CH:11][C:10]([CH2:16][NH:17][C:18]([C:20]2[N:21]=[C:22]3[N:27]([C:28](=[O:38])[C:29]=2[O:30][CH2:31][C:32]2[CH:37]=[CH:36][CH:35]=[CH:34][CH:33]=2)[CH2:26][CH2:25][O:24][C:23]3([CH3:39])[CH3:40])=[O:19])=[C:9]([C:8]#[C:7][CH2:6][S:42][CH3:41])[CH:14]=1. The yield is 0.780. (6) The reactants are [CH2:1]([C@:3]1([C:8]2[CH:13]=[CH:12][N:11]=[C:10]([O:14][CH3:15])[C:9]=2[CH2:16][O:17][CH2:18][O:19][CH3:20])[O:5][CH:4]1[CH2:6][OH:7])[CH3:2].[H-].[H-].[H-].[H-].[Li+].[Al+3]. The catalyst is CCOCC. The product is [CH3:15][O:14][C:10]1[C:9]([CH2:16][O:17][CH2:18][O:19][CH3:20])=[C:8]([C@@:3]([OH:5])([CH2:1][CH3:2])[CH2:4][CH2:6][OH:7])[CH:13]=[CH:12][N:11]=1. The yield is 0.760. (7) The reactants are [CH3:1][O:2][C:3]1[CH:10]=[CH:9][C:6]([CH2:7]Cl)=[CH:5][CH:4]=1.[N-:11]=[N+:12]=[N-:13].[Na+]. The catalyst is CN(C=O)C. The product is [CH3:1][O:2][C:3]1[CH:10]=[CH:9][C:6]([CH2:7][N:11]=[N+:12]=[N-:13])=[CH:5][CH:4]=1. The yield is 0.949. (8) The reactants are [CH3:1][O:2][C:3]([C:5]1[C:13]2[NH:12][C:11]([NH2:14])=[N:10][C:9]=2[CH:8]=[CH:7][CH:6]=1)=[O:4].COC(=O)C1C=C([C:24]#[N:25])C=C([N+]([O-])=O)C=1N. No catalyst specified. The product is [CH3:1][O:2][C:3]([C:5]1[C:13]2[NH:12][C:11]([NH2:14])=[N:10][C:9]=2[CH:8]=[C:7]([C:24]#[N:25])[CH:6]=1)=[O:4]. The yield is 0.500.